Dataset: Forward reaction prediction with 1.9M reactions from USPTO patents (1976-2016). Task: Predict the product of the given reaction. (1) Given the reactants [O:1]=[C:2]1[C:6]2[CH:7]=[CH:8][CH:9]=[C:10]([CH2:11][N:12]3[CH2:17][CH2:16][N:15]([C:18]([O:20][C:21]([CH3:24])([CH3:23])[CH3:22])=[O:19])[CH2:14][CH2:13]3)[C:5]=2[O:4][CH2:3]1.[NH:25]1[C:33]2[C:28](=[CH:29][CH:30]=[CH:31][CH:32]=2)[C:27]([CH:34]=O)=[CH:26]1, predict the reaction product. The product is: [NH:25]1[C:33]2[C:28](=[CH:29][CH:30]=[CH:31][CH:32]=2)[C:27](/[CH:34]=[C:3]2\[O:4][C:5]3[C:10]([CH2:11][N:12]4[CH2:13][CH2:14][N:15]([C:18]([O:20][C:21]([CH3:24])([CH3:23])[CH3:22])=[O:19])[CH2:16][CH2:17]4)=[CH:9][CH:8]=[CH:7][C:6]=3[C:2]\2=[O:1])=[CH:26]1. (2) Given the reactants [CH3:1][C:2]1[N:3]=[C:4]([O:12][C:13]2[CH:18]=[CH:17][CH:16]=[CH:15][CH:14]=2)[S:5][C:6]=1[C:7](OCC)=[O:8].[H-].[H-].[H-].[H-].[Li+].[Al+3].O.[OH-].[Na+], predict the reaction product. The product is: [CH3:1][C:2]1[N:3]=[C:4]([O:12][C:13]2[CH:18]=[CH:17][CH:16]=[CH:15][CH:14]=2)[S:5][C:6]=1[CH2:7][OH:8]. (3) Given the reactants [Cl:1][C:2]1[CH:7]=[CH:6][N:5]=[C:4]2[CH:8]=[CH:9][S:10][C:3]=12.C([Li])CCC.[CH3:16][O:17][CH2:18][N:19]=[C:20]=[S:21], predict the reaction product. The product is: [CH3:16][O:17][CH2:18][NH:19][C:20]([C:9]1[S:10][C:3]2[C:4](=[N:5][CH:6]=[CH:7][C:2]=2[Cl:1])[CH:8]=1)=[S:21]. (4) Given the reactants [O:1]1[CH2:6][CH2:5][O:4][C:3]2[CH:7]=[C:8]([C:11]3([C:14]([NH:16][C:17]4[N:22]=[C:21]([C:23]5[CH:24]=[N:25][C:26]([O:30]C)=[C:27]([CH3:29])[CH:28]=5)[C:20]([CH3:32])=[CH:19][CH:18]=4)=[O:15])[CH2:13][CH2:12]3)[CH:9]=[CH:10][C:2]1=2.[Si](I)(C)(C)C, predict the reaction product. The product is: [O:1]1[CH2:6][CH2:5][O:4][C:3]2[CH:7]=[C:8]([C:11]3([C:14]([NH:16][C:17]4[CH:18]=[CH:19][C:20]([CH3:32])=[C:21]([C:23]5[CH:28]=[C:27]([CH3:29])[C:26](=[O:30])[NH:25][CH:24]=5)[N:22]=4)=[O:15])[CH2:12][CH2:13]3)[CH:9]=[CH:10][C:2]1=2. (5) Given the reactants C(N1C2C(=CC(S(N)(=O)=O)=CC=2)CC1)C.[C:16]([N:19]1[C:27]2[C:22](=[CH:23][C:24]([Br:32])=[C:25]([S:28]([NH2:31])(=[O:30])=[O:29])[CH:26]=2)[CH2:21][CH2:20]1)(=O)[CH3:17], predict the reaction product. The product is: [Br:32][C:24]1[CH:23]=[C:22]2[C:27](=[CH:26][C:25]=1[S:28]([NH2:31])(=[O:30])=[O:29])[N:19]([CH2:16][CH3:17])[CH2:20][CH2:21]2. (6) The product is: [C:1]([O:4][C@@H:5]1[C@@H:20]([O:21][C:22](=[O:24])[CH3:23])[C@H:19]([O:25][C:26](=[O:28])[CH3:27])[CH2:18][S:17][C@H:6]1[O:7][C:8]1[CH:13]=[C:12]([C:30]2[CH:35]=[CH:34][CH:33]=[CH:32][N:31]=2)[CH:11]=[C:10]([F:15])[C:9]=1[F:16])(=[O:3])[CH3:2]. Given the reactants [C:1]([O:4][C@@H:5]1[C@@H:20]([O:21][C:22](=[O:24])[CH3:23])[C@H:19]([O:25][C:26](=[O:28])[CH3:27])[CH2:18][S:17][C@H:6]1[O:7][C:8]1[CH:13]=[C:12](Br)[CH:11]=[C:10]([F:15])[C:9]=1[F:16])(=[O:3])[CH3:2].Cl[C:30]1[CH:35]=[CH:34][CH:33]=[CH:32][N:31]=1, predict the reaction product. (7) Given the reactants [OH:1]O.[N:3]1[CH:8]=[CH:7][CH:6]=[CH:5][C:4]=1[CH:9]=[O:10], predict the reaction product. The product is: [N:3]1[CH:8]=[CH:7][CH:6]=[CH:5][C:4]=1[C:9]([OH:1])=[O:10].